From a dataset of Experimental lipophilicity measurements (octanol/water distribution) for 4,200 compounds from AstraZeneca. Regression/Classification. Given a drug SMILES string, predict its absorption, distribution, metabolism, or excretion properties. Task type varies by dataset: regression for continuous measurements (e.g., permeability, clearance, half-life) or binary classification for categorical outcomes (e.g., BBB penetration, CYP inhibition). For this dataset (lipophilicity_astrazeneca), we predict Y. (1) The compound is NC1(C(=O)NCc2ccc(Cl)cc2)CCN(c2ncnc3[nH]ccc23)CC1. The Y is 2.88 logD. (2) The compound is CCN(CC)C(=O)c1ccc([C@H](c2cccc(NC(=O)C3CC3)c2)N2CCN(Cc3ccc(F)cc3)CC2)cc1. The Y is 3.99 logD.